Predict the reactants needed to synthesize the given product. From a dataset of Full USPTO retrosynthesis dataset with 1.9M reactions from patents (1976-2016). (1) Given the product [C:16]([NH:1][C:2]1[CH:3]=[C:4]([B:8]([OH:10])[OH:9])[CH:5]=[CH:6][CH:7]=1)(=[O:19])[CH:17]=[CH2:18], predict the reactants needed to synthesize it. The reactants are: [NH2:1][C:2]1[CH:3]=[C:4]([B:8]([OH:10])[OH:9])[CH:5]=[CH:6][CH:7]=1.C(=O)([O-])O.[Na+].[C:16](Cl)(=[O:19])[CH:17]=[CH2:18]. (2) Given the product [Cl:38][C:4]1[CH:5]=[C:6]([CH2:8][N:9]2[C:15](=[O:16])[CH:14]([NH:17][C:18](=[O:37])[C@H:19]([O:20][CH3:21])[C@H:22]([OH:23])[C@@H:27]([OH:28])[C@H:26]([OH:25])/[CH:29]=[CH:30]/[C:31]([CH3:34])([CH3:32])[CH3:33])[CH2:13][S:12][CH2:11][CH2:10]2)[CH:7]=[C:2]([Cl:1])[N:3]=1, predict the reactants needed to synthesize it. The reactants are: [Cl:1][C:2]1[CH:7]=[C:6]([CH2:8][N:9]2[C:15](=[O:16])[CH:14]([NH:17][C:18](=[O:37])[C@@H:19]([C@H:22]3[C@@H:27]([OH:28])[C@@H:26](/[CH:29]=[CH:30]/[C:31]([CH3:34])([CH3:33])[CH3:32])[O:25]C(C)(C)[O:23]3)[O:20][CH3:21])[CH2:13][S:12][CH2:11][CH2:10]2)[CH:5]=[C:4]([Cl:38])[N:3]=1.Cl.[OH-].[Na+]. (3) Given the product [CH:30]1([C:28]2[CH:29]=[C:24]([C:22](=[O:23])[CH2:21][O:1][C:2]3[CH:9]=[CH:8][C:5]([CH:6]=[O:7])=[CH:4][C:3]=3[O:10][CH3:11])[CH:25]=[C:26]([CH:37]3[CH2:38][CH2:39][CH2:40][CH2:41][CH2:42]3)[C:27]=2[OH:36])[CH2:31][CH2:32][CH2:33][CH2:34][CH2:35]1, predict the reactants needed to synthesize it. The reactants are: [OH:1][C:2]1[CH:9]=[CH:8][C:5]([CH:6]=[O:7])=[CH:4][C:3]=1[O:10][CH3:11].[I-].[Na+].C(=O)([O-])[O-].[K+].[K+].Br[CH2:21][C:22]([C:24]1[CH:29]=[C:28]([CH:30]2[CH2:35][CH2:34][CH2:33][CH2:32][CH2:31]2)[C:27]([OH:36])=[C:26]([CH:37]2[CH2:42][CH2:41][CH2:40][CH2:39][CH2:38]2)[CH:25]=1)=[O:23].Cl. (4) Given the product [Br:1][C:2]1[CH:3]=[C:4]2[C:9](=[CH:10][CH:11]=1)[C:8]([O:23][CH:20]([CH3:22])[CH3:21])=[N:7][C:6]([NH:13][C:14]1[CH:18]=[C:17]([CH3:19])[NH:16][N:15]=1)=[CH:5]2, predict the reactants needed to synthesize it. The reactants are: [Br:1][C:2]1[CH:3]=[C:4]2[C:9](=[CH:10][CH:11]=1)[C:8](Cl)=[N:7][C:6]([NH:13][C:14]1[CH:18]=[C:17]([CH3:19])[NH:16][N:15]=1)=[CH:5]2.[CH:20]([OH:23])([CH3:22])[CH3:21]. (5) Given the product [OH:21][C:16]1[CH:17]=[C:12]([CH2:11][C:10]([OH:9])=[O:20])[C:13](=[O:2])[NH:14][N:15]=1, predict the reactants needed to synthesize it. The reactants are: C(=O)([O-])[O-:2].[Na+].[Na+].C([O:9][C:10](=[O:20])[CH2:11][C:12]1[CH:17]=[C:16](Cl)[N:15]=[N:14][C:13]=1Cl)C.[OH2:21]. (6) Given the product [CH2:1]([O:8][C:9]1[CH:10]=[C:11]([O:12][C:13]2[CH:18]=[N:17][C:16]([S:19]([CH3:22])(=[O:21])=[O:20])=[CH:15][CH:14]=2)[CH:23]=[CH:24][C:25]=1[NH2:26])[C:2]1[CH:3]=[CH:4][CH:5]=[CH:6][CH:7]=1, predict the reactants needed to synthesize it. The reactants are: [CH2:1]([O:8][C:9]1[CH:10]=[C:11]([CH:23]=[CH:24][C:25]=1[N+:26]([O-])=O)[O:12][C:13]1[CH:14]=[CH:15][C:16]([S:19]([CH3:22])(=[O:21])=[O:20])=[N:17][CH:18]=1)[C:2]1[CH:7]=[CH:6][CH:5]=[CH:4][CH:3]=1.[Cl-].[Ca+2].[Cl-].C(O)C. (7) The reactants are: C[O:2][C:3](=O)[CH2:4][C:5]1[CH:10]=[CH:9][C:8]([S:11][CH2:12][C@@H:13]2[C@@H:18]([OH:19])[C@H:17]([OH:20])[C@@H:16]([OH:21])[C@H:15]([C:22]3[CH:27]=[CH:26][C:25]([Cl:28])=[C:24]([CH2:29][C:30]4[CH:35]=[CH:34][C:33]([O:36][CH2:37][CH3:38])=[CH:32][CH:31]=4)[CH:23]=3)[O:14]2)=[CH:7][CH:6]=1.[CH3:40][NH2:41]. Given the product [Cl:28][C:25]1[CH:26]=[CH:27][C:22]([C@@H:15]2[O:14][C@H:13]([CH2:12][S:11][C:8]3[CH:9]=[CH:10][C:5]([CH2:4][C:3]([NH:41][CH3:40])=[O:2])=[CH:6][CH:7]=3)[C@@H:18]([OH:19])[C@H:17]([OH:20])[C@H:16]2[OH:21])=[CH:23][C:24]=1[CH2:29][C:30]1[CH:35]=[CH:34][C:33]([O:36][CH2:37][CH3:38])=[CH:32][CH:31]=1, predict the reactants needed to synthesize it. (8) Given the product [N:8]([CH:7]([CH:9]([CH3:10])[CH3:11])[C:6]([O:5][C:1]([CH3:4])([CH3:3])[CH3:2])=[O:12])=[C:14]=[O:16], predict the reactants needed to synthesize it. The reactants are: [C:1]([O:5][C:6](=[O:12])[C@H:7]([CH:9]([CH3:11])[CH3:10])[NH2:8])([CH3:4])([CH3:3])[CH3:2].Cl[C:14](Cl)([O:16]C(=O)OC(Cl)(Cl)Cl)Cl.C(N(CC)CC)C.